From a dataset of Full USPTO retrosynthesis dataset with 1.9M reactions from patents (1976-2016). Predict the reactants needed to synthesize the given product. Given the product [F:19][C:14]1[CH:15]=[CH:16][CH:17]=[CH:18][C:13]=1[C:10]1[N:9]=[CH:8][C:7]([CH2:6][CH2:5][C:4]([OH:20])=[O:3])=[CH:12][CH:11]=1, predict the reactants needed to synthesize it. The reactants are: C([O:3][C:4](=[O:20])[CH2:5][CH2:6][C:7]1[CH:8]=[N:9][C:10]([C:13]2[CH:18]=[CH:17][CH:16]=[CH:15][C:14]=2[F:19])=[CH:11][CH:12]=1)C.[OH-].[Na+].